Dataset: Peptide-MHC class I binding affinity with 185,985 pairs from IEDB/IMGT. Task: Regression. Given a peptide amino acid sequence and an MHC pseudo amino acid sequence, predict their binding affinity value. This is MHC class I binding data. (1) The MHC is Mamu-A02 with pseudo-sequence Mamu-A02. The binding affinity (normalized) is 0.423. The peptide sequence is VVWAANELDRF. (2) The peptide sequence is GLESIEQNL. The MHC is HLA-A02:01 with pseudo-sequence HLA-A02:01. The binding affinity (normalized) is 0.325.